This data is from Catalyst prediction with 721,799 reactions and 888 catalyst types from USPTO. The task is: Predict which catalyst facilitates the given reaction. (1) Reactant: Br.[NH2:2][C@@H:3]1[CH2:8][CH2:7][CH2:6][N:5]([C:9]2[C:14]([Br:15])=[CH:13][N:12]=[C:11]3[NH:16][CH:17]=[C:18]([NH:19][C:20]([CH:22]4[CH2:24][CH2:23]4)=[O:21])[C:10]=23)[CH2:4]1. Product: [CH3:20][OH:21].[BrH:15].[NH2:2][C@@H:3]1[CH2:8][CH2:7][CH2:6][N:5]([C:9]2[C:14]([Br:15])=[CH:13][N:12]=[C:11]3[NH:16][CH:17]=[C:18]([NH:19][C:20]([CH:22]4[CH2:23][CH2:24]4)=[O:21])[C:10]=23)[CH2:4]1. The catalyst class is: 5. (2) Reactant: [F:1][C:2]([F:7])([F:6])[C:3]([OH:5])=[O:4].[Cl:8][C:9]1[CH:32]=[CH:31][C:12]([C:13]([N:15]2[CH2:21][C:20]3[CH:22]=[CH:23][CH:24]=[CH:25][C:19]=3[N:18]([CH2:26][C:27]([OH:29])=O)[C:17](=[O:30])[CH2:16]2)=[O:14])=[CH:11][CH:10]=1.[NH2:33][CH2:34][CH2:35][C:36]1[CH:37]=[N:38][CH:39]=[CH:40][CH:41]=1.C(N(CC)CC)C. Product: [F:1][C:2]([F:7])([F:6])[C:3]([OH:5])=[O:4].[Cl:8][C:9]1[CH:32]=[CH:31][C:12]([C:13]([N:15]2[CH2:21][C:20]3[CH:22]=[CH:23][CH:24]=[CH:25][C:19]=3[N:18]([CH2:26][C:27]([NH:33][CH2:34][CH2:35][C:36]3[CH:37]=[N:38][CH:39]=[CH:40][CH:41]=3)=[O:29])[C:17](=[O:30])[CH2:16]2)=[O:14])=[CH:11][CH:10]=1. The catalyst class is: 4. (3) Reactant: [BH4-].[Na+].[CH3:3][O:4][C:5]([C@@H:7]1[CH2:11][C:10](=[O:12])[CH2:9][C@@H:8]1[C:13]([O:15][CH3:16])=[O:14])=[O:6]. Product: [CH3:16][O:15][C:13]([CH:8]1[CH2:9][CH:10]([OH:12])[CH2:11][CH:7]1[C:5]([O:4][CH3:3])=[O:6])=[O:14]. The catalyst class is: 5. (4) Reactant: [CH2:1]([O:8][C:9]([N:11]1[CH2:15][CH2:14][CH2:13][CH:12]1[C:16]([OH:18])=O)=[O:10])[C:2]1[CH:7]=[CH:6][CH:5]=[CH:4][CH:3]=1.C[N:20]1CCOCC1.ClC(OCC)=O. Product: [CH2:1]([O:8][C:9]([N:11]1[CH2:15][CH2:14][CH2:13][CH:12]1[C:16](=[O:18])[NH2:20])=[O:10])[C:2]1[CH:7]=[CH:6][CH:5]=[CH:4][CH:3]=1. The catalyst class is: 34.